This data is from Full USPTO retrosynthesis dataset with 1.9M reactions from patents (1976-2016). The task is: Predict the reactants needed to synthesize the given product. (1) Given the product [Br:1][C:2]1[CH:7]=[CH:6][C:5]([N:8]([C:9]2[CH:14]=[CH:13][C:12]([O:15][CH2:51][CH2:50][CH2:49][CH2:48][Br:47])=[CH:11][CH:10]=2)[C:16]2[CH:21]=[CH:20][C:19]([Br:22])=[CH:18][CH:17]=2)=[CH:4][CH:3]=1, predict the reactants needed to synthesize it. The reactants are: [Br:1][C:2]1[CH:7]=[CH:6][C:5]([N:8]([C:16]2[CH:21]=[CH:20][C:19]([Br:22])=[CH:18][CH:17]=2)[C:9]2[CH:14]=[CH:13][C:12]([OH:15])=[CH:11][CH:10]=2)=[CH:4][CH:3]=1.C(=O)([O-])[O-].[K+].[K+].C1OCCOCCOCCOCCOCCOC1.[Br:47][CH2:48][CH2:49][CH2:50][CH2:51]Br. (2) Given the product [NH2:51][C:7](=[O:8])[C@@H:6]([NH:11][C:12]([C:14]1([CH2:43][C:44]2[CH:49]=[CH:48][CH:47]=[CH:46][CH:45]=2)[CH2:18][CH2:17][CH2:16][N:15]1[C:19]([C@@H:21]1[CH2:25][CH2:24][CH2:23][N:22]1[C:26](=[O:42])[C@@H:27]([NH:34][C:35](=[O:36])[O:37][C:38]([CH3:39])([CH3:41])[CH3:40])[C@H:28]([OH:30])[CH3:29])=[O:20])=[O:13])[C@H:5]([OH:4])[CH3:50], predict the reactants needed to synthesize it. The reactants are: C([O:4][C@H:5]([CH3:50])[C@H:6]([NH:11][C:12]([C:14]1([CH2:43][C:44]2[CH:49]=[CH:48][CH:47]=[CH:46][CH:45]=2)[CH2:18][CH2:17][CH2:16][N:15]1[C:19]([C@@H:21]1[CH2:25][CH2:24][CH2:23][N:22]1[C:26](=[O:42])[C@@H:27]([NH:34][C:35]([O:37][C:38]([CH3:41])([CH3:40])[CH3:39])=[O:36])[C@H:28]([O:30]C(=O)C)[CH3:29])=[O:20])=[O:13])[C:7](OC)=[O:8])(=O)C.[NH3:51]. (3) The reactants are: [C:1]1([CH2:7][CH2:8][N:9]2[CH2:14][CH2:13][CH:12]([C:15]([O:17]CC)=[O:16])[CH2:11][CH2:10]2)[CH:6]=[CH:5][CH:4]=[CH:3][CH:2]=1.[ClH:20]. Given the product [ClH:20].[C:1]1([CH2:7][CH2:8][N:9]2[CH2:14][CH2:13][CH:12]([C:15]([OH:17])=[O:16])[CH2:11][CH2:10]2)[CH:2]=[CH:3][CH:4]=[CH:5][CH:6]=1, predict the reactants needed to synthesize it. (4) Given the product [CH2:1]([N:5]1[C:14]2[C:9]([C:10](=[O:16])[NH:11][C:12](=[O:15])[N:13]=2)=[N:8][C:7]2[CH:17]=[C:18]([CH3:22])[C:19]([N:24]([CH3:25])[CH3:23])=[CH:20][C:6]1=2)[CH2:2][CH2:3][CH3:4], predict the reactants needed to synthesize it. The reactants are: [CH2:1]([N:5]1[C:14]2[C:9]([C:10](=[O:16])[NH:11][C:12](=[O:15])[N:13]=2)=[N:8][C:7]2[CH:17]=[C:18]([CH3:22])[C:19](Cl)=[CH:20][C:6]1=2)[CH2:2][CH2:3][CH3:4].[CH3:23][NH:24][CH3:25]. (5) Given the product [Br:1][C:2]1[CH:3]=[C:4]([C:7]([NH:9][CH:11]([OH:10])[C:12]([Cl:15])([Cl:14])[Cl:13])=[O:8])[O:5][CH:6]=1, predict the reactants needed to synthesize it. The reactants are: [Br:1][C:2]1[CH:3]=[C:4]([C:7]([NH2:9])=[O:8])[O:5][CH:6]=1.[O:10]=[CH:11][C:12]([Cl:15])([Cl:14])[Cl:13]. (6) Given the product [F:33][C:28]1[C:27]([C:17]2[CH:18]=[C:19]3[C@:20]4([N:25]=[C:24]([NH2:26])[CH2:23][O:22][CH2:21]4)[C:9]4[CH:8]=[C:7]([CH:4]5[CH2:5][CH2:6][O:1][CH2:2][CH2:3]5)[N:12]=[CH:11][C:10]=4[O:13][C:14]3=[CH:15][CH:16]=2)=[CH:32][CH:31]=[CH:30][N:29]=1, predict the reactants needed to synthesize it. The reactants are: [O:1]1[CH2:6][CH:5]=[C:4]([C:7]2[N:12]=[CH:11][C:10]3[O:13][C:14]4[C:19]([C@:20]5([N:25]=[C:24]([NH2:26])[CH2:23][O:22][CH2:21]5)[C:9]=3[CH:8]=2)=[CH:18][C:17]([C:27]2[C:28]([F:33])=[N:29][CH:30]=[CH:31][CH:32]=2)=[CH:16][CH:15]=4)[CH2:3][CH2:2]1. (7) The reactants are: [CH2:1]([N:3]([CH2:6][CH3:7])[CH2:4][CH3:5])[CH3:2].Cl.[Cl:9][C:10]1[CH:15]=[CH:14][C:13]([NH:16][NH2:17])=[CH:12][CH:11]=1.C([OH:20])C. Given the product [Cl:9][C:10]1[CH:15]=[CH:14][C:13]([N:16]([OH:20])[NH2:17])=[CH:12][CH:11]=1.[CH3:15][CH:10]1[CH2:5][CH2:4][N:3]([C:6](=[O:20])[CH3:7])[CH2:1][CH2:2]1, predict the reactants needed to synthesize it. (8) Given the product [S:1]1[C:5]2[CH:6]=[C:7]([N:10]3[CH2:14][C:13]([CH3:15])([CH3:16])[N:12]([C:19]4[CH:20]=[N:21][CH:22]=[CH:23][C:24]=4[CH3:25])[C:11]3=[O:17])[CH:8]=[CH:9][C:4]=2[N:3]=[CH:2]1, predict the reactants needed to synthesize it. The reactants are: [S:1]1[C:5]2[CH:6]=[C:7]([N:10]3[CH2:14][C:13]([CH3:16])([CH3:15])[NH:12][C:11]3=[O:17])[CH:8]=[CH:9][C:4]=2[N:3]=[CH:2]1.I[C:19]1[CH:20]=[N:21][CH:22]=[CH:23][C:24]=1[CH3:25].N[C@@H]1CCCC[C@H]1N.P([O-])([O-])([O-])=O.[K+].[K+].[K+]. (9) Given the product [C:37]([O:26][C:23]1[CH:24]=[CH:25][C:20]([CH2:19][C:18]([NH:17][C:13]2[CH:14]=[CH:15][CH:16]=[C:11]([CH:8]3[CH2:9][CH2:10][CH:5]([C:1]([CH3:4])([CH3:2])[CH3:3])[CH2:6][CH2:7]3)[CH:12]=2)=[O:29])=[CH:21][C:22]=1[O:27][CH3:28])(=[O:39])[CH3:38], predict the reactants needed to synthesize it. The reactants are: [C:1]([CH:5]1[CH2:10][CH2:9][CH:8]([C:11]2[CH:12]=[C:13]([NH:17][C:18](=[O:29])[CH2:19][C:20]3[CH:25]=[CH:24][C:23]([OH:26])=[C:22]([O:27][CH3:28])[CH:21]=3)[CH:14]=[CH:15][CH:16]=2)[CH2:7][CH2:6]1)([CH3:4])([CH3:3])[CH3:2].C(N(CC)CC)C.[C:37](Cl)(=[O:39])[CH3:38].